Dataset: Full USPTO retrosynthesis dataset with 1.9M reactions from patents (1976-2016). Task: Predict the reactants needed to synthesize the given product. (1) Given the product [CH:19]1([CH2:18][N:17]([CH2:22][CH:23]2[CH2:25][CH2:24]2)[C:16]2[C:15]([S:26][CH3:27])=[N:14][N:13]3[C:8]([C:5]4[CH:6]=[CH:7][C:2]([C:36]#[N:37])=[CH:3][C:4]=4[O:28][CH3:29])=[CH:9][CH:10]=[CH:11][C:12]=23)[CH2:21][CH2:20]1, predict the reactants needed to synthesize it. The reactants are: Br[C:2]1[CH:7]=[CH:6][C:5]([C:8]2[N:13]3[N:14]=[C:15]([S:26][CH3:27])[C:16]([N:17]([CH2:22][CH:23]4[CH2:25][CH2:24]4)[CH2:18][CH:19]4[CH2:21][CH2:20]4)=[C:12]3[CH:11]=[CH:10][CH:9]=2)=[C:4]([O:28][CH3:29])[CH:3]=1.C(OCC)(=O)C.[CH3:36][N:37](C)C=O. (2) Given the product [N:11]1([CH2:17][CH2:18][NH:19][C:2]2[CH:7]=[CH:6][C:5]([N+:8]([O-:10])=[O:9])=[CH:4][CH:3]=2)[CH2:16][CH2:15][O:14][CH2:13][CH2:12]1, predict the reactants needed to synthesize it. The reactants are: I[C:2]1[CH:7]=[CH:6][C:5]([N+:8]([O-:10])=[O:9])=[CH:4][CH:3]=1.[N:11]1([CH2:17][CH2:18][NH2:19])[CH2:16][CH2:15][O:14][CH2:13][CH2:12]1. (3) Given the product [C:3]12([C:7]([O:9][CH2:10][C:11]3[CH:16]=[CH:15][CH:14]=[CH:13][CH:12]=3)=[O:8])[O:21][CH:4]1[CH2:5][CH2:6][O:1][CH2:2]2, predict the reactants needed to synthesize it. The reactants are: [O:1]1[CH2:6][CH2:5][CH:4]=[C:3]([C:7]([O:9][CH2:10][C:11]2[CH:16]=[CH:15][CH:14]=[CH:13][CH:12]=2)=[O:8])[CH2:2]1.C([O:21]C(NC1(C(O)=O)CC1)=O)(C)(C)C. (4) Given the product [C:23]([SiH:22]([C:27]([CH3:30])([CH3:29])[CH3:28])[C:2]1[CH:16]=[CH:15][C:5]([CH2:6][CH2:7][O:8][CH:9]2[CH2:14][CH2:13][CH2:12][CH2:11][O:10]2)=[CH:4][CH:3]=1)([CH3:26])([CH3:25])[CH3:24], predict the reactants needed to synthesize it. The reactants are: Br[C:2]1[CH:16]=[CH:15][C:5]([CH2:6][CH2:7][O:8][CH:9]2[CH2:14][CH2:13][CH2:12][CH2:11][O:10]2)=[CH:4][CH:3]=1.C([Li])CCC.[SiH:22](Cl)([C:27]([CH3:30])([CH3:29])[CH3:28])[C:23]([CH3:26])([CH3:25])[CH3:24].C([O-])(O)=O.[Na+]. (5) Given the product [F:37][C:4]([F:3])([F:36])[O:5][C:6]1[CH:7]=[CH:8][C:9]([CH:12]=[CH:13][C:14]2[O:15][CH:16]=[C:17]([CH2:19][O:20][C:21]3[CH:26]=[CH:25][C:24]([CH2:27][CH2:28][CH2:29][CH2:30][C:31]4[N:32]=[N:33][N:34]([CH2:39][CH2:40][OH:41])[N:35]=4)=[CH:23][CH:22]=3)[N:18]=2)=[CH:10][CH:11]=1.[F:37][C:4]([F:3])([F:36])[O:5][C:6]1[CH:7]=[CH:8][C:9]([CH:12]=[CH:13][C:14]2[O:15][CH:16]=[C:17]([CH2:19][O:20][C:21]3[CH:26]=[CH:25][C:24]([CH2:27][CH2:28][CH2:29][CH2:30][C:31]4[N:35]([CH2:39][CH2:40][OH:41])[N:34]=[N:33][N:32]=4)=[CH:23][CH:22]=3)[N:18]=2)=[CH:10][CH:11]=1, predict the reactants needed to synthesize it. The reactants are: [H-].[Na+].[F:3][C:4]([F:37])([F:36])[O:5][C:6]1[CH:11]=[CH:10][C:9](/[CH:12]=[CH:13]/[C:14]2[O:15][CH:16]=[C:17]([CH2:19][O:20][C:21]3[CH:26]=[CH:25][C:24]([CH2:27][CH2:28][CH2:29][CH2:30][C:31]4[N:32]=[N:33][NH:34][N:35]=4)=[CH:23][CH:22]=3)[N:18]=2)=[CH:8][CH:7]=1.Br[CH2:39][CH2:40][OH:41]. (6) Given the product [NH2:16][C:15]1[C:9]2[S:8][C:7]([NH:6][C:4]([NH:3][CH2:1][CH3:2])=[O:5])=[N:11][C:10]=2[CH:12]=[C:13]([C:19]2[CH:20]=[N:21][CH:22]=[CH:23][CH:24]=2)[CH:14]=1, predict the reactants needed to synthesize it. The reactants are: [CH2:1]([NH:3][C:4]([NH:6][C:7]1[S:8][C:9]2[C:15]([N+:16]([O-])=O)=[CH:14][C:13]([C:19]3[CH:20]=[N:21][CH:22]=[CH:23][CH:24]=3)=[CH:12][C:10]=2[N:11]=1)=[O:5])[CH3:2].[Sn](Cl)Cl.N. (7) Given the product [O:11]1[CH2:12][CH2:13][O:14][CH:10]1[CH2:9][CH2:8][O:28][C:23]1[CH:22]=[C:21]([F:20])[C:26]([F:27])=[N:25][CH:24]=1, predict the reactants needed to synthesize it. The reactants are: C(=O)([O-])[O-].[Cs+].[Cs+].Br[CH2:8][CH2:9][CH:10]1[O:14][CH2:13][CH2:12][O:11]1.CN(C)C=O.[F:20][C:21]1[CH:22]=[C:23]([OH:28])[CH:24]=[N:25][C:26]=1[F:27].